Dataset: Peptide-MHC class I binding affinity with 185,985 pairs from IEDB/IMGT. Task: Regression. Given a peptide amino acid sequence and an MHC pseudo amino acid sequence, predict their binding affinity value. This is MHC class I binding data. The peptide sequence is IQLDEKSSI. The MHC is HLA-A23:01 with pseudo-sequence HLA-A23:01. The binding affinity (normalized) is 0.